Dataset: Buchwald-Hartwig C-N cross coupling reaction yields with 55,370 reactions. Task: Predict the reaction yield, written as a fraction of the theoretical maximum amount of product (1.0 means a 100% yield; for example, 0.34 means a 34% yield). The yield is 0.364. The reactants are FC(F)(F)c1ccc(Br)cc1.Cc1ccc(N)cc1.O=S(=O)(O[Pd]1c2ccccc2-c2ccccc2N~1)C(F)(F)F.COc1ccc(OC)c(P(C(C)(C)C)C(C)(C)C)c1-c1c(C(C)C)cc(C(C)C)cc1C(C)C.CN(C)C(=NC(C)(C)C)N(C)C.COC(=O)c1cc(-c2ccco2)on1. No catalyst specified. The product is Cc1ccc(Nc2ccc(C(F)(F)F)cc2)cc1.